Task: Predict the reactants needed to synthesize the given product.. Dataset: Full USPTO retrosynthesis dataset with 1.9M reactions from patents (1976-2016) (1) Given the product [CH3:1][O:2][C:3](=[O:28])[C:4]1[CH:9]=[CH:8][C:7]([CH2:10][N:11]([C:12]2[CH:13]=[CH:14][C:15]([CH:18]3[CH2:23][CH2:22][CH2:21][CH2:20][CH2:19]3)=[CH:16][CH:17]=2)[C:51]([NH:45][C@H:43]([C:40]2[CH:41]=[CH:42][C:37]([Cl:36])=[CH:38][CH:39]=2)[CH3:44])=[O:52])=[CH:6][CH:5]=1, predict the reactants needed to synthesize it. The reactants are: [CH3:1][O:2][C:3](=[O:28])[C:4]1[CH:9]=[CH:8][C:7]([CH2:10][NH:11][C:12]2[CH:17]=[CH:16][C:15]([CH:18]3[CH2:23][CH2:22][CH2:21][CH2:20][CH2:19]3)=[CH:14][CH:13]=2)=[CH:6][C:5]=1C(=O)NCl.C(N(CC)CC)C.[Cl:36][C:37]1[CH:42]=[CH:41][C:40]([C@@H:43]([NH2:45])[CH3:44])=[CH:39][CH:38]=1.CN1[C:51](=[O:52])CCC1. (2) Given the product [CH3:15][C:11]1([CH3:16])[CH2:12][CH2:13][CH2:14][N:9]([C:7]([C:4]2[CH:3]=[C:2]([N:17]3[CH2:22][CH2:21][O:20][CH2:19][CH2:18]3)[S:6][CH:5]=2)=[O:8])[CH2:10]1, predict the reactants needed to synthesize it. The reactants are: Br[C:2]1[S:6][CH:5]=[C:4]([C:7]([N:9]2[CH2:14][CH2:13][CH2:12][C:11]([CH3:16])([CH3:15])[CH2:10]2)=[O:8])[CH:3]=1.[NH:17]1[CH2:22][CH2:21][O:20][CH2:19][CH2:18]1.[O-]P([O-])([O-])=O.[K+].[K+].[K+]. (3) Given the product [Cl:1][C:2]1[CH:3]=[CH:4][C:5]2[N:11]3[C:25]([C:26]([F:29])([F:28])[F:27])=[N:24][N:23]=[C:10]3[C@@H:9]([CH2:31][C:32]([O:34][CH2:35][CH3:36])=[O:33])[O:8][C@H:7]([C:37]3[CH:42]=[CH:41][CH:40]=[C:39]([O:43][CH3:44])[C:38]=3[Cl:45])[C:6]=2[CH:46]=1, predict the reactants needed to synthesize it. The reactants are: [Cl:1][C:2]1[CH:3]=[CH:4][C:5]2[N:11](CC3C=CC(OC)=CC=3OC)[C:10](=[N:23][NH:24][C:25](=O)[C:26]([F:29])([F:28])[F:27])[C@@H:9]([CH2:31][C:32]([O:34][CH2:35][CH3:36])=[O:33])[O:8][C@H:7]([C:37]3[CH:42]=[CH:41][CH:40]=[C:39]([O:43][CH3:44])[C:38]=3[Cl:45])[C:6]=2[CH:46]=1.C1(OC)C=CC=CC=1.FC(F)(F)C(O)=O.C(=O)([O-])O.[Na+]. (4) The reactants are: C1(C)C=CC(S(O)(=O)=O)=CC=1.[NH2:12][C@@H:13]1[CH2:18][CH2:17][N:16]([C:19]([O:21][C:22]([CH3:25])([CH3:24])[CH3:23])=[O:20])[CH2:15][C@H:14]1[C:26]1[CH:31]=[CH:30][C:29]([F:32])=[C:28]([F:33])[CH:27]=1.[F:34][C:35]([F:50])([F:49])[C:36]1[CH:37]=[C:38]([CH:42]=[C:43]([C:45]([F:48])([F:47])[F:46])[CH:44]=1)[C:39](O)=[O:40]. Given the product [F:34][C:35]([F:49])([F:50])[C:36]1[CH:37]=[C:38]([C:39]([NH:12][C@@H:13]2[CH2:18][CH2:17][N:16]([C:19]([O:21][C:22]([CH3:25])([CH3:23])[CH3:24])=[O:20])[CH2:15][C@H:14]2[C:26]2[CH:31]=[CH:30][C:29]([F:32])=[C:28]([F:33])[CH:27]=2)=[O:40])[CH:42]=[C:43]([C:45]([F:46])([F:47])[F:48])[CH:44]=1, predict the reactants needed to synthesize it. (5) The reactants are: [NH2:1][C:2]1[CH:7]=[C:6]([CH3:8])[C:5]([NH:9][C:10](=[O:17])[CH2:11][CH:12]2[CH2:16][CH2:15][CH2:14][CH2:13]2)=[C:4]([CH3:18])[CH:3]=1.[F:19][C:20]([F:30])([F:29])[C:21]1[CH:28]=[CH:27][C:24]([CH:25]=O)=[CH:23][CH:22]=1.C([BH3-])#N.[Na+].C(=O)([O-])[O-].[Na+].[Na+]. Given the product [CH:12]1([CH2:11][C:10]([NH:9][C:5]2[C:4]([CH3:18])=[CH:3][C:2]([NH:1][CH2:25][C:24]3[CH:23]=[CH:22][C:21]([C:20]([F:19])([F:29])[F:30])=[CH:28][CH:27]=3)=[CH:7][C:6]=2[CH3:8])=[O:17])[CH2:16][CH2:15][CH2:14][CH2:13]1, predict the reactants needed to synthesize it.